Dataset: Catalyst prediction with 721,799 reactions and 888 catalyst types from USPTO. Task: Predict which catalyst facilitates the given reaction. (1) Reactant: Br[CH2:2][C:3](=O)[CH2:4][C:5]1[CH:10]=[CH:9][C:8]([N+:11]([O-:13])=[O:12])=[CH:7][CH:6]=1.[C:15]([NH2:18])(=[S:17])[CH3:16]. Product: [CH3:16][C:15]1[S:17][CH:2]=[C:3]([CH2:4][C:5]2[CH:10]=[CH:9][C:8]([N+:11]([O-:13])=[O:12])=[CH:7][CH:6]=2)[N:18]=1. The catalyst class is: 8. (2) Reactant: [OH:1][CH:2]([CH2:17][CH2:18][CH2:19][CH2:20][CH2:21][C:22]([O:24][CH:25]1[CH2:30][CH2:29][CH2:28][CH2:27][CH2:26]1)=[O:23])[CH2:3][CH2:4][CH2:5][CH2:6][CH2:7][C:8]([O:10][CH:11]1[CH2:16][CH2:15][CH2:14][CH2:13][CH2:12]1)=[O:9].CCN=C=N[CH2:36][CH2:37][CH2:38][N:39]([CH3:41])[CH3:40].Cl.Cl.CN(C(CC)[C:48](O)=[O:49])C. Product: [CH3:40][N:39]([CH3:41])[CH2:38][CH2:37][CH2:36][C:48]([O:1][CH:2]([CH2:3][CH2:4][CH2:5][CH2:6][CH2:7][C:8]([O:10][CH:11]1[CH2:12][CH2:13][CH2:14][CH2:15][CH2:16]1)=[O:9])[CH2:17][CH2:18][CH2:19][CH2:20][CH2:21][C:22]([O:24][CH:25]1[CH2:26][CH2:27][CH2:28][CH2:29][CH2:30]1)=[O:23])=[O:49]. The catalyst class is: 119. (3) Reactant: [F:1][C:2]1[CH:3]=[C:4]([C@H:8]2[CH2:12][CH2:11][CH2:10][N:9]2[C:13]2[CH:18]=[CH:17][N:16]3[N:19]=[CH:20][C:21]([C:22]([OH:24])=O)=[C:15]3[N:14]=2)[CH:5]=[N:6][CH:7]=1.CN(C(ON1N=[N:40][C:35]2[CH:36]=[CH:37]C=N[C:34]1=2)=[N+](C)C)C.F[P-](F)(F)(F)(F)F.Cl.CC1(N)CC1.CCN(C(C)C)C(C)C. Product: [F:1][C:2]1[CH:3]=[C:4]([C@H:8]2[CH2:12][CH2:11][CH2:10][N:9]2[C:13]2[CH:18]=[CH:17][N:16]3[N:19]=[CH:20][C:21]([C:22]([NH:40][C:35]4([CH3:34])[CH2:37][CH2:36]4)=[O:24])=[C:15]3[N:14]=2)[CH:5]=[N:6][CH:7]=1. The catalyst class is: 3. (4) Product: [Br:35][C:4]1[CH:5]=[C:6]2[C:11](=[CH:12][C:3]=1[C:1]#[N:2])[N:10]([C:13]1[C:17]3[CH2:18][N:19]([C:22]([O:24][C:25]([CH3:28])([CH3:27])[CH3:26])=[O:23])[CH2:20][CH2:21][C:16]=3[N:15]([CH:29]3[CH2:30][CH2:31][O:32][CH2:33][CH2:34]3)[N:14]=1)[CH2:9][CH2:8][CH2:7]2. The catalyst class is: 2. Reactant: [C:1]([C:3]1[CH:12]=[C:11]2[C:6]([CH2:7][CH2:8][CH2:9][N:10]2[C:13]2[C:17]3[CH2:18][N:19]([C:22]([O:24][C:25]([CH3:28])([CH3:27])[CH3:26])=[O:23])[CH2:20][CH2:21][C:16]=3[N:15]([CH:29]3[CH2:34][CH2:33][O:32][CH2:31][CH2:30]3)[N:14]=2)=[CH:5][CH:4]=1)#[N:2].[Br:35]N1C(=O)CCC1=O. (5) Reactant: C([O:3][C:4]([C:6]1[N:7]=[CH:8][N:9]([C:11]2[CH:16]=[CH:15][CH:14]=[C:13]([C:17]3[C:18]([F:24])=[N:19][CH:20]=[CH:21][C:22]=3[F:23])[CH:12]=2)[CH:10]=1)=[O:5])C.[OH-].[K+]. Product: [F:24][C:18]1[C:17]([C:13]2[CH:12]=[C:11]([N:9]3[CH:10]=[C:6]([C:4]([OH:5])=[O:3])[N:7]=[CH:8]3)[CH:16]=[CH:15][CH:14]=2)=[C:22]([F:23])[CH:21]=[CH:20][N:19]=1. The catalyst class is: 8.